Predict the product of the given reaction. From a dataset of Forward reaction prediction with 1.9M reactions from USPTO patents (1976-2016). (1) Given the reactants [CH:1]1([CH2:4][NH:5][C:6]([CH2:8][C:9]2[CH:14]=[CH:13][C:12]([C:15]3[CH:20]=[CH:19][CH:18]=[C:17](C(O)=O)[CH:16]=3)=[CH:11]C=2)=[O:7])[CH2:3][CH2:2]1.C1CN([P+](ON2N=[N:48][C:43]3[CH:44]=[CH:45][CH:46]=CC2=3)(N2CCCC2)N2CCCC2)CC1.F[P-](F)(F)(F)(F)F.C1(CN)CC1.[CH3:62]CN(C(C)C)C(C)C.C1C[O:74][CH2:73]C1, predict the reaction product. The product is: [CH:1]1([CH2:4][NH:5][C:6]([C:8]2[CH:11]=[C:12]([C:15]3[CH:16]=[CH:17][C:18]([C:73]([NH:48][CH2:43][CH:44]4[CH2:45][CH2:46]4)=[O:74])=[CH:19][CH:20]=3)[C:13]([CH3:62])=[CH:14][CH:9]=2)=[O:7])[CH2:2][CH2:3]1. (2) Given the reactants [Si]([O:18][C@@H:19]1[CH2:36][CH2:35][C@@:34]2([CH3:37])[C@@H:21]([CH2:22][CH2:23][C@@H:24]3[C@@H:33]2[CH2:32][CH2:31][C@@:29]2([CH3:30])[C@H:25]3[CH2:26][CH2:27][C@@H:28]2[C:38]#[C:39][C:40](=[O:42])[CH3:41])[CH2:20]1)(C(C)(C)C)(C1C=CC=CC=1)C1C=CC=CC=1.N1C=CC=CC=1.O, predict the reaction product. The product is: [O:42]=[C:40]([CH3:41])[C:39]#[C:38][C@H:28]1[CH2:27][CH2:26][C@H:25]2[C@H:24]3[C@H:33]([CH2:32][CH2:31][C@:29]12[CH3:30])[C@:34]1([CH3:37])[C@H:21]([CH2:20][C@H:19]([OH:18])[CH2:36][CH2:35]1)[CH2:22][CH2:23]3. (3) The product is: [OH:25][CH:4]([C:3]1[C:16]2[C:15](=[C:14]3[CH2:13][CH2:12][CH2:11][N:10]4[CH2:17][CH2:18][CH2:19][C:8]([CH:7]=2)=[C:9]34)[O:37][C:34](=[O:35])[CH:1]=1)[CH2:5][OH:20]. Given the reactants [CH:1]([C:3]1[C:16]2[C:7](=[C:8]3[CH2:19][CH2:18][CH2:17][N:10]4[CH2:11][CH2:12][CH2:13][C:14]([CH:15]=2)=[C:9]34)O[C:5](=[O:20])[CH:4]=1)=C.C[N+]1([O-])CC[O:25]CC1.OS([O-])=O.[Na+].[C:34]([O-:37])(O)=[O:35].[Na+], predict the reaction product. (4) Given the reactants [CH2:1]([N:3]1[CH2:8][C:7]([CH3:10])([CH3:9])[O:6][C:5](=[O:11])[CH2:4]1)[CH3:2].C[Si]([N-][Si](C)(C)C)(C)C.[Li+].Br[CH2:23][C:24]([O:26][C:27]([CH3:30])([CH3:29])[CH3:28])=[O:25], predict the reaction product. The product is: [CH2:1]([N:3]1[CH2:8][C:7]([CH3:10])([CH3:9])[O:6][C:5](=[O:11])[CH:4]1[CH2:23][C:24]([O:26][C:27]([CH3:30])([CH3:29])[CH3:28])=[O:25])[CH3:2].